From a dataset of Peptide-MHC class II binding affinity with 134,281 pairs from IEDB. Regression. Given a peptide amino acid sequence and an MHC pseudo amino acid sequence, predict their binding affinity value. This is MHC class II binding data. (1) The peptide sequence is EKKYFAATQREPLAA. The MHC is DRB1_0701 with pseudo-sequence DRB1_0701. The binding affinity (normalized) is 0.603. (2) The peptide sequence is ILQITQYLDFLLL. The MHC is HLA-DQA10101-DQB10501 with pseudo-sequence HLA-DQA10101-DQB10501. The binding affinity (normalized) is 0.665.